This data is from Reaction yield outcomes from USPTO patents with 853,638 reactions. The task is: Predict the reaction yield, written as a fraction of the theoretical maximum amount of product (1.0 means a 100% yield; for example, 0.34 means a 34% yield). (1) The reactants are [CH2:1]([O:3][C:4]1[N:9]=[CH:8][N:7]=[C:6]2[N:10](C(C3C=CC=CC=3)(C3C=CC=CC=3)C3C=CC=CC=3)[N:11]=[C:12]([C:13]3[CH:18]=[CH:17][CH:16]=[C:15](F)[N:14]=3)[C:5]=12)[CH3:2].[CH2:39]([C@H:43]1[CH2:48][NH:47][CH2:46][CH2:45][N:44]1C(OC(C)(C)C)=O)[CH:40]([CH3:42])[CH3:41].CCN(C(C)C)C(C)C.C([SiH](CC)CC)C.C(O)(C(F)(F)F)=O. The catalyst is CS(C)=O.O.C(Cl)Cl. The product is [CH2:1]([O:3][C:4]1[N:9]=[CH:8][N:7]=[C:6]2[NH:10][N:11]=[C:12]([C:13]3[CH:18]=[CH:17][CH:16]=[C:15]([N:47]4[CH2:46][CH2:45][NH:44][CH:43]([CH2:39][CH:40]([CH3:42])[CH3:41])[CH2:48]4)[N:14]=3)[C:5]=12)[CH3:2]. The yield is 0.0100. (2) The reactants are Cl.[NH:2]1[CH2:7][CH2:6][CH:5]([CH2:8][C:9]([OH:11])=[O:10])[CH2:4][CH2:3]1.C(N(CC)CC)C.Cl[C:20]1[N:25]=[C:24]([O:26][CH3:27])[N:23]=[C:22]([NH:28][C:29]2[CH:34]=[CH:33][C:32]([N:35]3[CH:39]=[C:38]([CH3:40])[N:37]=[CH:36]3)=[C:31]([O:41][CH3:42])[CH:30]=2)[N:21]=1. The catalyst is CO. The product is [CH3:27][O:26][C:24]1[N:23]=[C:22]([NH:28][C:29]2[CH:34]=[CH:33][C:32]([N:35]3[CH:39]=[C:38]([CH3:40])[N:37]=[CH:36]3)=[C:31]([O:41][CH3:42])[CH:30]=2)[N:21]=[C:20]([N:2]2[CH2:7][CH2:6][CH:5]([CH2:8][C:9]([OH:11])=[O:10])[CH2:4][CH2:3]2)[N:25]=1. The yield is 0.870. (3) The reactants are [CH:1]([CH:4]1[C:9](=O)[NH:8][CH2:7][CH2:6][N:5]1[C:11]([O:13][C:14]([CH3:17])([CH3:16])[CH3:15])=[O:12])([CH3:3])[CH3:2].Br[C:19]1[CH:25]=[C:24]([S:26]([CH3:29])(=[O:28])=[O:27])[CH:23]=[CH:22][C:20]=1[NH2:21].CN[C@@H]1CCCC[C@@H]1NC. The catalyst is CN1C(=O)CCC1.O. The product is [CH:1]([CH:4]1[N:5]([C:11]([O:13][C:14]([CH3:17])([CH3:16])[CH3:15])=[O:12])[CH2:6][CH2:7][N:8]2[C:19]3[CH:25]=[C:24]([S:26]([CH3:29])(=[O:27])=[O:28])[CH:23]=[CH:22][C:20]=3[N:21]=[C:9]12)([CH3:3])[CH3:2]. The yield is 0.340. (4) The reactants are [CH2:1]1[C:10]2[C:5](=[CH:6][CH:7]=[CH:8][CH:9]=2)[CH2:4][CH2:3][N:2]1[C:11]1[N:12]=[C:13]([C:22](O)=[O:23])[CH:14]=[C:15]2[C:19]([CH3:20])=[C:18]([CH3:21])[NH:17][C:16]=12.O.ON1C2C=CC=CC=2N=N1.Cl.CN(C)CCCN=C=NCC.C(N(C(C)C)CC)(C)C.[CH3:57][N:58]1[CH2:63][CH2:62][NH:61][CH2:60][CH2:59]1. The catalyst is ClCCl. The product is [CH2:1]1[C:10]2[C:5](=[CH:6][CH:7]=[CH:8][CH:9]=2)[CH2:4][CH2:3][N:2]1[C:11]1[N:12]=[C:13]([C:22]([N:61]2[CH2:62][CH2:63][N:58]([CH3:57])[CH2:59][CH2:60]2)=[O:23])[CH:14]=[C:15]2[C:19]([CH3:20])=[C:18]([CH3:21])[NH:17][C:16]=12. The yield is 0.530. (5) The reactants are [CH2:1]([C:3]1[N:8]([C:9]2[CH:14]=[CH:13][C:12]([O:15][CH:16]3[CH2:21][CH2:20][CH:19]([OH:22])[CH2:18][CH2:17]3)=[CH:11][CH:10]=2)[C:7](=[O:23])[C:6]([CH2:24][C:25]2[CH:30]=[CH:29][C:28]([C:31]3[CH:36]=[CH:35][CH:34]=[CH:33][C:32]=3[C:37]3[NH:41][C:40](=[O:42])[O:39][N:38]=3)=[CH:27][CH:26]=2)=[C:5]([CH2:43][CH2:44][CH3:45])[N:4]=1)[CH3:2].CC(OI1(OC(C)=O)(OC(C)=O)OC(=O)C2C1=CC=CC=2)=O. The catalyst is ClCCl.C(OCC)(=O)C. The product is [CH2:1]([C:3]1[N:8]([C:9]2[CH:10]=[CH:11][C:12]([O:15][CH:16]3[CH2:17][CH2:18][C:19](=[O:22])[CH2:20][CH2:21]3)=[CH:13][CH:14]=2)[C:7](=[O:23])[C:6]([CH2:24][C:25]2[CH:30]=[CH:29][C:28]([C:31]3[CH:36]=[CH:35][CH:34]=[CH:33][C:32]=3[C:37]3[NH:41][C:40](=[O:42])[O:39][N:38]=3)=[CH:27][CH:26]=2)=[C:5]([CH2:43][CH2:44][CH3:45])[N:4]=1)[CH3:2]. The yield is 0.800. (6) The reactants are [CH2:1]([O:3][C:4](=[O:24])[CH2:5][CH2:6][CH2:7][O:8][C:9]1[CH:14]=[CH:13][CH:12]=[C:11]([CH2:15]Br)[C:10]=1/[CH:17]=[CH:18]/[C:19]([O:21][CH2:22][CH3:23])=[O:20])[CH3:2].C1(P(C2C=CC=CC=2)C2C=CC=CC=2)C=CC=CC=1.[C:44]([Si:48]([CH3:57])([CH3:56])[O:49][CH2:50][CH2:51][CH2:52][CH2:53][CH:54]=O)([CH3:47])([CH3:46])[CH3:45]. The catalyst is C(#N)C.O1C(CC)C1. The product is [CH2:1]([O:3][C:4](=[O:24])[CH2:5][CH2:6][CH2:7][O:8][C:9]1[CH:14]=[CH:13][CH:12]=[C:11]([CH:15]=[CH:54][CH2:53][CH2:52][CH2:51][CH2:50][O:49][Si:48]([C:44]([CH3:45])([CH3:47])[CH3:46])([CH3:57])[CH3:56])[C:10]=1/[CH:17]=[CH:18]/[C:19]([O:21][CH2:22][CH3:23])=[O:20])[CH3:2]. The yield is 0.740.